This data is from Peptide-MHC class II binding affinity with 134,281 pairs from IEDB. The task is: Regression. Given a peptide amino acid sequence and an MHC pseudo amino acid sequence, predict their binding affinity value. This is MHC class II binding data. (1) The peptide sequence is YPEDPVKLASIVKAS. The MHC is DRB1_0301 with pseudo-sequence DRB1_0301. The binding affinity (normalized) is 0.450. (2) The peptide sequence is IPALEAAVKQAYAAT. The MHC is DRB4_0101 with pseudo-sequence DRB4_0103. The binding affinity (normalized) is 0.489. (3) The peptide sequence is AAATAGTTVKGAFAA. The MHC is HLA-DPA10103-DPB10601 with pseudo-sequence HLA-DPA10103-DPB10601. The binding affinity (normalized) is 0. (4) The peptide sequence is GELQIVDKIDAGFKI. The MHC is DRB1_0701 with pseudo-sequence DRB1_0701. The binding affinity (normalized) is 0.608. (5) The peptide sequence is DTPYLDITFHFVMQRLPL. The MHC is H-2-IAs with pseudo-sequence H-2-IAs. The binding affinity (normalized) is 0.372. (6) The peptide sequence is YFLMAYANQIHHVDL. The MHC is DRB1_1501 with pseudo-sequence DRB1_1501. The binding affinity (normalized) is 1.00. (7) The peptide sequence is EPGHLAPTGMFVAGA. The MHC is DRB1_0405 with pseudo-sequence DRB1_0405. The binding affinity (normalized) is 0.271. (8) The MHC is DRB5_0101 with pseudo-sequence DRB5_0101. The binding affinity (normalized) is 0.386. The peptide sequence is IAAMMTSPLSVASMT.